Dataset: Human liver microsome stability data. Task: Regression/Classification. Given a drug SMILES string, predict its absorption, distribution, metabolism, or excretion properties. Task type varies by dataset: regression for continuous measurements (e.g., permeability, clearance, half-life) or binary classification for categorical outcomes (e.g., BBB penetration, CYP inhibition). Dataset: hlm. (1) The drug is CC[C@H]1OC(=O)[C@H](C)[C@@H](O[C@H]2C[C@@](C)(OC)[C@@H](O)[C@H](C)O2)[C@H](C)[C@@H](O[C@@H]2O[C@H](C)C[C@H](N(C)C)[C@H]2O)[C@](C)(O)C[C@@H](C)CN(CCCN(CCC#N)C(=O)NC(C)C)[C@H](C)[C@@H](O)[C@]1(C)O. The result is 0 (unstable in human liver microsomes). (2) The drug is C[C@@H]1CN(C(=O)c2ccccc2)CCN1C(=O)C(=O)c1c[nH]c2ncccc12. The result is 0 (unstable in human liver microsomes). (3) The compound is CC(C)C[C@H]1C(=O)N[C@@H](c2ccccc2)CN1C(=O)c1cc(-c2ccc(F)cc2)on1. The result is 0 (unstable in human liver microsomes). (4) The molecule is CC(C)(C)CCN1C(=O)C(C2=NS(=O)(=O)c3c(OCC(N)=O)cccc32)=C(O)[C@@H]1C(C)(C)C. The result is 0 (unstable in human liver microsomes). (5) The molecule is [2H]C([2H])([2H])NC(=O)c1nnc(NC(=O)C2CC2)cc1Nc1ccccc1S(C)(=O)=O. The result is 0 (unstable in human liver microsomes).